Task: Binary Classification. Given a drug SMILES string, predict its activity (active/inactive) in a high-throughput screening assay against a specified biological target.. Dataset: KCNQ2 potassium channel screen with 302,405 compounds The molecule is s1c(N2C(C(=C(O)C2=O)C(=O)c2occc2)c2oc(cc2)C)nc(c1C(OCC)=O)C. The result is 0 (inactive).